Predict the product of the given reaction. From a dataset of Forward reaction prediction with 1.9M reactions from USPTO patents (1976-2016). (1) Given the reactants [NH2:1][C:2]1[C:3]([C:9]2[CH:10]=[C:11]3[C:16](=[CH:17][N:18]=2)[N:15]=[CH:14][CH:13]=[C:12]3[N:19]2[CH2:24][CH2:23][CH2:22][C@H:21]([NH:25]C(=O)OC(C)(C)C)[CH2:20]2)=[N:4][C:5](Cl)=[CH:6][CH:7]=1.[F:33][C:34]1[CH:39]=[CH:38][C:37](B(O)O)=[CH:36][CH:35]=1, predict the reaction product. The product is: [NH2:25][C@H:21]1[CH2:22][CH2:23][CH2:24][N:19]([C:12]2[C:11]3[C:16](=[CH:17][N:18]=[C:9]([C:3]4[C:2]([NH2:1])=[CH:7][CH:6]=[C:5]([C:37]5[CH:38]=[CH:39][C:34]([F:33])=[CH:35][CH:36]=5)[N:4]=4)[CH:10]=3)[N:15]=[CH:14][CH:13]=2)[CH2:20]1. (2) Given the reactants Br[CH2:2][C:3]([C:5]1[CH:10]=[CH:9][CH:8]=[C:7]([Br:11])[CH:6]=1)=[O:4].[CH2:12]([C:14]1[NH:15][CH:16]=[CH:17][N:18]=1)[CH3:13], predict the reaction product. The product is: [Br:11][C:7]1[CH:6]=[C:5]([C:3](=[O:4])[CH2:2][N:15]2[CH:16]=[CH:17][N:18]=[C:14]2[CH2:12][CH3:13])[CH:10]=[CH:9][CH:8]=1. (3) Given the reactants [Cl:1][C:2]1[CH:7]=[C:6](Cl)[N:5]2[N:9]=[C:10]([CH3:18])[C:11]([C:12]3[CH:17]=[CH:16][CH:15]=[CH:14][CH:13]=3)=[C:4]2[N:3]=1.Cl.[OH-:20].[Na+], predict the reaction product. The product is: [Cl:1][C:2]1[NH:3][C:4]2[N:5]([N:9]=[C:10]([CH3:18])[C:11]=2[C:12]2[CH:17]=[CH:16][CH:15]=[CH:14][CH:13]=2)[C:6](=[O:20])[CH:7]=1.